Dataset: Catalyst prediction with 721,799 reactions and 888 catalyst types from USPTO. Task: Predict which catalyst facilitates the given reaction. (1) Reactant: [H-].[Na+].[CH3:3][O:4][C:5]1[CH:10]=[CH:9][CH:8]=[CH:7][C:6]=1[C:11]1[NH:12][C:13]2[CH2:14][CH2:15][CH2:16][CH2:17][C:18]=2[C:19](=[O:21])[N:20]=1.Br[CH2:23][CH2:24][CH:25]1[CH2:30][CH2:29][CH2:28][CH2:27][CH2:26]1. Product: [CH:25]1([CH2:24][CH2:23][N:20]2[C:19](=[O:21])[C:18]3[CH2:17][CH2:16][CH2:15][CH2:14][C:13]=3[N:12]=[C:11]2[C:6]2[CH:7]=[CH:8][CH:9]=[CH:10][C:5]=2[O:4][CH3:3])[CH2:30][CH2:29][CH2:28][CH2:27][CH2:26]1. The catalyst class is: 3. (2) Reactant: [F:1][CH:2]([F:15])[CH:3]([C:9]1[CH:14]=[CH:13][CH:12]=[CH:11][CH:10]=1)[CH2:4][C:5]([O:7]C)=[O:6].[OH-].[Li+]. Product: [F:1][CH:2]([F:15])[CH:3]([C:9]1[CH:14]=[CH:13][CH:12]=[CH:11][CH:10]=1)[CH2:4][C:5]([OH:7])=[O:6]. The catalyst class is: 5.